This data is from Reaction yield outcomes from USPTO patents with 853,638 reactions. The task is: Predict the reaction yield, written as a fraction of the theoretical maximum amount of product (1.0 means a 100% yield; for example, 0.34 means a 34% yield). (1) The reactants are [C:1]([O:20][CH2:21][C@@H:22]([O:44][C:45](=[O:63])[CH2:46][CH2:47][CH2:48][CH2:49][CH2:50][CH2:51][CH2:52]/[CH:53]=[CH:54]\[CH2:55][CH2:56][CH2:57][CH2:58][CH2:59][CH2:60][CH2:61][CH3:62])[CH2:23][O:24][P:25]([O:28][CH2:29][CH2:30][NH:31][C:32](=[O:43])[CH2:33][NH:34][C:35](=[O:42])[CH2:36][NH:37][C:38](=[O:41])[CH2:39][NH2:40])([OH:27])=[O:26])(=[O:19])[CH2:2][CH2:3][CH2:4][CH2:5][CH2:6][CH2:7][CH2:8]/[CH:9]=[CH:10]\[CH2:11][CH2:12][CH2:13][CH2:14][CH2:15][CH2:16][CH2:17][CH3:18].[CH3:64][C:65]1[CH2:70][CH2:69][CH2:68][C:67]([CH3:72])([CH3:71])[C:66]=1/[CH:73]=[CH:74]/[C:75](/[CH3:85])=[CH:76]/[CH:77]=[CH:78]/[C:79](/[CH3:84])=[CH:80]/[C:81](O)=[O:82].F[P-](F)(F)(F)(F)F.C[N+](C)=C(N(C)C)ON1C2N=CC=CC=2N=N1.C(N(CC)C(C)C)(C)C.[Al]. The catalyst is CN(C)C=O.ClCCl.O. The product is [C:1]([O:20][CH2:21][C@@H:22]([O:44][C:45](=[O:63])[CH2:46][CH2:47][CH2:48][CH2:49][CH2:50][CH2:51][CH2:52]/[CH:53]=[CH:54]\[CH2:55][CH2:56][CH2:57][CH2:58][CH2:59][CH2:60][CH2:61][CH3:62])[CH2:23][O:24][P:25]([O:28][CH2:29][CH2:30][NH:31][C:32](=[O:43])[CH2:33][NH:34][C:35](=[O:42])[CH2:36][NH:37][C:38](=[O:41])[CH2:39][NH:40][C:81](=[O:82])/[CH:80]=[C:79](\[CH3:84])/[CH:78]=[CH:77]/[CH:76]=[C:75](\[CH3:85])/[CH:74]=[CH:73]/[C:66]1[C:67]([CH3:71])([CH3:72])[CH2:68][CH2:69][CH2:70][C:65]=1[CH3:64])([OH:27])=[O:26])(=[O:19])[CH2:2][CH2:3][CH2:4][CH2:5][CH2:6][CH2:7][CH2:8]/[CH:9]=[CH:10]\[CH2:11][CH2:12][CH2:13][CH2:14][CH2:15][CH2:16][CH2:17][CH3:18]. The yield is 0.700. (2) The reactants are [CH3:1][C:2]1[CH:7]=[CH:6][C:5]([C:8]2[NH:12][N:11]=[N:10][N:9]=2)=[CH:4][C:3]=1[NH:13][C:14](=[O:38])[C:15]1[CH:20]=[CH:19][C:18]([NH:21][C:22]2[N:31]=[C:30]([C:32]3[CH:37]=[CH:36][CH:35]=[CH:34][CH:33]=3)[C:29]3[C:24](=[CH:25][CH:26]=[CH:27][CH:28]=3)[N:23]=2)=[CH:17][CH:16]=1.[C:39](=O)([O-])[O-].[K+].[K+].CI. The catalyst is CN(C)C=O. The product is [CH3:1][C:2]1[CH:7]=[CH:6][C:5]([C:8]2[N:12]=[N:11][N:10]([CH3:39])[N:9]=2)=[CH:4][C:3]=1[NH:13][C:14](=[O:38])[C:15]1[CH:20]=[CH:19][C:18]([NH:21][C:22]2[N:31]=[C:30]([C:32]3[CH:33]=[CH:34][CH:35]=[CH:36][CH:37]=3)[C:29]3[C:24](=[CH:25][CH:26]=[CH:27][CH:28]=3)[N:23]=2)=[CH:17][CH:16]=1. The yield is 0.500.